The task is: Predict the product of the given reaction.. This data is from Forward reaction prediction with 1.9M reactions from USPTO patents (1976-2016). (1) Given the reactants [CH:1]1([NH2:4])[CH2:3][CH2:2]1.[CH:5]([Mg]Cl)([CH3:7])[CH3:6].[CH:10]1([NH-])[CH2:12][CH2:11]1.Cl[Mg+].C(OC([CH2:26][NH:27][CH2:28][CH2:29][O:30][C:31]1[CH:36]=[CH:35][CH:34]=[CH:33][C:32]=1[C:37]1([NH:40][C:41]2[C:42](=[O:60])[N:43]([C:48]3[CH:49]=[C:50]([CH:55]=[C:56]([F:59])[C:57]=3[CH3:58])[C:51]([O:53]C)=O)[CH:44]=[C:45]([Br:47])[N:46]=2)[CH2:39][CH2:38]1)=O)C1C=CC=CC=1.[C:61]([O:64][CH2:65]C)(=[O:63])C, predict the reaction product. The product is: [Br:47][C:45]1[N:46]=[C:41]([NH:40][C:37]2([C:32]3[CH:33]=[CH:34][CH:35]=[CH:36][C:31]=3[O:30][CH2:29][CH2:28][N:27]([CH3:26])[C:61](=[O:63])[O:64][CH2:65][C:12]3[CH:10]=[CH:7][CH:5]=[CH:6][CH:11]=3)[CH2:38][CH2:39]2)[C:42](=[O:60])[N:43]([C:48]2[CH:49]=[C:50]([C:51](=[O:53])[NH:4][CH:1]3[CH2:3][CH2:2]3)[CH:55]=[C:56]([F:59])[C:57]=2[CH3:58])[CH:44]=1. (2) Given the reactants Br[C:2]1[C:6]2[N:7]=[CH:8][N:9]=[C:10]([Cl:11])[C:5]=2[NH:4][CH:3]=1.[Li]C(C)(C)C.[F:17][C:18]([F:38])([F:37])[C:19]([C:21]1[CH:22]=[C:23]2[C:27](=[CH:28][CH:29]=1)[N:26]([C:30]1[CH:35]=[CH:34][C:33]([F:36])=[CH:32][CH:31]=1)[N:25]=[CH:24]2)=[O:20], predict the reaction product. The product is: [Cl:11][C:10]1[C:5]2[NH:4][CH:3]=[C:2]([C:19]([C:21]3[CH:22]=[C:23]4[C:27](=[CH:28][CH:29]=3)[N:26]([C:30]3[CH:35]=[CH:34][C:33]([F:36])=[CH:32][CH:31]=3)[N:25]=[CH:24]4)([OH:20])[C:18]([F:37])([F:17])[F:38])[C:6]=2[N:7]=[CH:8][N:9]=1.